This data is from Forward reaction prediction with 1.9M reactions from USPTO patents (1976-2016). The task is: Predict the product of the given reaction. (1) Given the reactants [OH:1][C:2]1[CH:3]=[CH:4][C:5]([N+:12]([O-:14])=[O:13])=[C:6]([CH:11]=1)[C:7]([O:9][CH3:10])=[O:8].[CH3:15][C:16]1([CH3:19])[CH2:18][O:17]1.C(=O)([O-])[O-].[K+].[K+].O.P([O-])(O)(O)=O.[Na+], predict the reaction product. The product is: [OH:17][C:16]([CH3:19])([CH3:18])[CH2:15][O:1][C:2]1[CH:3]=[CH:4][C:5]([N+:12]([O-:14])=[O:13])=[C:6]([CH:11]=1)[C:7]([O:9][CH3:10])=[O:8]. (2) Given the reactants [CH3:1][C:2]1[CH:3]=[CH:4][C:5]([C:8]2[CH:13]=[CH:12][NH:11][C:10](=[O:14])[CH:9]=2)=[N:6][CH:7]=1.Br[C:16]1[CH:24]=[C:23]2[C:19]([C:20]3[CH2:29][CH2:28][N:27]([C:30]([O:32][C:33]([CH3:36])([CH3:35])[CH3:34])=[O:31])[CH2:26][C:21]=3[N:22]2[CH3:25])=[CH:18][CH:17]=1, predict the reaction product. The product is: [CH3:25][N:22]1[C:23]2[C:19](=[CH:18][CH:17]=[C:16]([N:11]3[CH:12]=[CH:13][C:8]([C:5]4[CH:4]=[CH:3][C:2]([CH3:1])=[CH:7][N:6]=4)=[CH:9][C:10]3=[O:14])[CH:24]=2)[C:20]2[CH2:29][CH2:28][N:27]([C:30]([O:32][C:33]([CH3:36])([CH3:35])[CH3:34])=[O:31])[CH2:26][C:21]1=2.